The task is: Regression. Given a peptide amino acid sequence and an MHC pseudo amino acid sequence, predict their binding affinity value. This is MHC class II binding data.. This data is from Peptide-MHC class II binding affinity with 134,281 pairs from IEDB. (1) The peptide sequence is SVAGRVDGLELKKLG. The MHC is DRB1_0701 with pseudo-sequence DRB1_0701. The binding affinity (normalized) is 0.362. (2) The peptide sequence is RIDTPEVLKGPFTVR. The MHC is HLA-DPA10103-DPB10301 with pseudo-sequence HLA-DPA10103-DPB10301. The binding affinity (normalized) is 0. (3) The peptide sequence is GRRGAAEVLVVLSEL. The MHC is DRB1_0404 with pseudo-sequence DRB1_0404. The binding affinity (normalized) is 0.223. (4) The MHC is DRB1_0101 with pseudo-sequence DRB1_0101. The peptide sequence is IQKCLLAVGLSFEHY. The binding affinity (normalized) is 0.825. (5) The peptide sequence is QTNVVPPALHLVDPQ. The MHC is DRB1_0101 with pseudo-sequence DRB1_0101. The binding affinity (normalized) is 0.525. (6) The peptide sequence is EKKYFAATQFECLAA. The MHC is DRB1_0701 with pseudo-sequence DRB1_0701. The binding affinity (normalized) is 0.712. (7) The peptide sequence is LDLSSNKSVVIPKLD. The MHC is DRB1_0101 with pseudo-sequence DRB1_0101. The binding affinity (normalized) is 0.375. (8) The MHC is DRB1_0404 with pseudo-sequence DRB1_0404. The peptide sequence is VTVNPFVSVATANAKVLI. The binding affinity (normalized) is 0.359. (9) The peptide sequence is GWIISNIFGAIPVLG. The MHC is DRB1_0301 with pseudo-sequence DRB1_0301. The binding affinity (normalized) is 0.168. (10) The peptide sequence is GELQIVDMIDAAFKI. The MHC is DRB1_1302 with pseudo-sequence DRB1_1302. The binding affinity (normalized) is 0.310.